Dataset: Forward reaction prediction with 1.9M reactions from USPTO patents (1976-2016). Task: Predict the product of the given reaction. (1) The product is: [Cl:20][C:17]([F:19])([F:18])[O:16][C:13]1[CH:14]=[CH:15][C:10]([NH:9][C:7](=[O:8])[C:6]2[CH:21]=[C:2]([C:31]3[CH:30]=[C:29]([F:28])[CH:34]=[CH:33][C:32]=3[CH3:38])[C:3]([N:22]3[CH2:26][CH2:25][C@@H:24]([OH:27])[CH2:23]3)=[N:4][CH:5]=2)=[CH:11][CH:12]=1. Given the reactants Br[C:2]1[C:3]([N:22]2[CH2:26][CH2:25][C@@H:24]([OH:27])[CH2:23]2)=[N:4][CH:5]=[C:6]([CH:21]=1)[C:7]([NH:9][C:10]1[CH:15]=[CH:14][C:13]([O:16][C:17]([Cl:20])([F:19])[F:18])=[CH:12][CH:11]=1)=[O:8].[F:28][C:29]1[CH:30]=[CH:31][C:32]([CH3:38])=[C:33](B(O)O)[CH:34]=1, predict the reaction product. (2) Given the reactants Br[C:2]1[N:3]=[CH:4][C:5]([NH:21][CH3:22])=[N:6][C:7]=1[C:8]1[CH:13]=[CH:12][C:11]([O:14][C:15]([F:18])([F:17])[F:16])=[CH:10][C:9]=1[O:19][CH3:20].[CH3:23]B(O)O.C([O-])([O-])=O.[Na+].[Na+], predict the reaction product. The product is: [CH3:20][O:19][C:9]1[CH:10]=[C:11]([O:14][C:15]([F:18])([F:17])[F:16])[CH:12]=[CH:13][C:8]=1[C:7]1[N:6]=[C:5]([NH:21][CH3:22])[CH:4]=[N:3][C:2]=1[CH3:23]. (3) Given the reactants [Cl:1][C:2]1[CH:9]=[C:8]([Cl:10])[CH:7]=[CH:6][C:3]=1[CH2:4]Cl.[CH2:11]([N:18]1[C:26]2[C:21](=[CH:22][CH:23]=[C:24]([CH2:27][C:28]([OH:30])=[O:29])[CH:25]=2)[CH:20]=[CH:19]1)[C:12]1[CH:17]=[CH:16][CH:15]=[CH:14][CH:13]=1, predict the reaction product. The product is: [Cl:1][C:2]1[CH:9]=[C:8]([Cl:10])[CH:7]=[CH:6][C:3]=1[CH2:4][N:18]1[C:26]2[C:21](=[CH:22][CH:23]=[C:24]([CH2:27][C:28]([OH:30])=[O:29])[CH:25]=2)[CH:20]=[CH:19]1.[CH2:11]([N:18]1[C:26]2[C:21](=[CH:22][CH:23]=[C:24]([CH2:27][C:28]([OH:30])=[O:29])[CH:25]=2)[CH:20]=[CH:19]1)[C:12]1[CH:13]=[CH:14][CH:15]=[CH:16][CH:17]=1. (4) Given the reactants Cl[C:2]1[N:3]=[C:4]([N:24]2[CH2:29][CH2:28][O:27][CH2:26][CH2:25]2)[C:5]2[N:10]=[C:9]([CH2:11][N:12]3[CH2:15][CH:14]([N:16]4[CH2:21][CH2:20][S:19](=[O:23])(=[O:22])[CH2:18][CH2:17]4)[CH2:13]3)[S:8][C:6]=2[N:7]=1.[CH3:30][C:31]1[NH:32][C:33]2[CH:39]=[CH:38][CH:37]=[CH:36][C:34]=2[N:35]=1.CC(C1C=C(C(C)C)C(C2C=CC=CC=2P(C2CCCCC2)C2CCCCC2)=C(C(C)C)C=1)C.C([O-])([O-])=O.[Cs+].[Cs+], predict the reaction product. The product is: [CH3:30][C:31]1[N:35]([C:2]2[N:3]=[C:4]([N:24]3[CH2:25][CH2:26][O:27][CH2:28][CH2:29]3)[C:5]3[N:10]=[C:9]([CH2:11][N:12]4[CH2:13][CH:14]([N:16]5[CH2:17][CH2:18][S:19](=[O:22])(=[O:23])[CH2:20][CH2:21]5)[CH2:15]4)[S:8][C:6]=3[N:7]=2)[C:34]2[CH:36]=[CH:37][CH:38]=[CH:39][C:33]=2[N:32]=1. (5) Given the reactants [NH2:1][CH2:2][CH2:3][C:4]1[CH:35]=[CH:34][C:7]([O:8][CH2:9][CH2:10][C:11]2[CH:16]=[CH:15][C:14]([OH:17])=[C:13]([C@@H:18]([C:28]3[CH:33]=[CH:32][CH:31]=[CH:30][CH:29]=3)[CH2:19][CH2:20][N:21]([CH:25]([CH3:27])[CH3:26])[CH:22]([CH3:24])[CH3:23])[CH:12]=2)=[CH:6][CH:5]=1.C(O)(=O)C.[C:40]1(=O)[CH2:45][CH2:44][CH2:43][CH2:42][CH2:41]1, predict the reaction product. The product is: [NH3:1].[CH:40]1([NH:1][CH2:2][CH2:3][C:4]2[CH:5]=[CH:6][C:7]([O:8][CH2:9][CH2:10][C:11]3[CH:16]=[CH:15][C:14]([OH:17])=[C:13]([C@@H:18]([C:28]4[CH:29]=[CH:30][CH:31]=[CH:32][CH:33]=4)[CH2:19][CH2:20][N:21]([CH:25]([CH3:26])[CH3:27])[CH:22]([CH3:24])[CH3:23])[CH:12]=3)=[CH:34][CH:35]=2)[CH2:45][CH2:44][CH2:43][CH2:42][CH2:41]1. (6) Given the reactants [C:1]1(C)[CH:6]=[CH:5][C:4]([O:7][CH2:8][C:9]([Cl:11])=[O:10])=[CH:3][CH:2]=1.[Cl:13]C1C=CC(OCC(O)=O)=CC=1.O=S(Cl)Cl, predict the reaction product. The product is: [Cl:13][C:1]1[CH:6]=[CH:5][C:4]([O:7][CH2:8][C:9]([Cl:11])=[O:10])=[CH:3][CH:2]=1. (7) Given the reactants C1N=C(N)C2N=CN([C@@H]3[O:14][C@H](COP(OP(OC[C@H]4O[C@@H](N5C=C(C(N)=O)CC=C5)[C@H](O)[C@@H]4O)(O)=O)(O)=O)[C@@H](O)[C@H]3O)C=2N=1.[CH2:45]([N:52]1[CH2:57][CH2:56][CH2:55][CH2:54][CH2:53]1)[C:46]1[CH:51]=[CH:50][CH:49]=[CH:48][CH:47]=1, predict the reaction product. The product is: [CH2:45]([N:52]1[CH2:57][CH2:56][CH:55]([OH:14])[CH2:54][CH2:53]1)[C:46]1[CH:51]=[CH:50][CH:49]=[CH:48][CH:47]=1.